Dataset: Reaction yield outcomes from USPTO patents with 853,638 reactions. Task: Predict the reaction yield, written as a fraction of the theoretical maximum amount of product (1.0 means a 100% yield; for example, 0.34 means a 34% yield). (1) The reactants are Br[C:2]1[CH:7]=[CH:6][C:5]([O:8][CH3:9])=[CH:4][CH:3]=1.[Si:10](Cl)([CH3:13])([CH3:12])[CH3:11].[Li]CCCC.O. The catalyst is C1COCC1. The product is [CH3:9][O:8][C:5]1[CH:6]=[CH:7][C:2]([Si:10]([CH3:13])([CH3:12])[CH3:11])=[CH:3][CH:4]=1. The yield is 0.900. (2) The product is [Br:8][C:5]1[CH:6]=[CH:7][C:2]([Cl:1])=[C:3]([O:9][CH2:16][CH3:17])[CH:4]=1. The catalyst is CN(C=O)C.CCOCC. The reactants are [Cl:1][C:2]1[CH:7]=[CH:6][C:5]([Br:8])=[CH:4][C:3]=1[OH:9].C([O-])([O-])=O.[K+].[K+].[CH2:16](I)[CH3:17]. The yield is 0.990. (3) The reactants are N.[Li].[OH:3][C@@H:4]1[C@@:8]2([CH3:22])[CH2:9][CH2:10][C@H:11]3[C@H:20]([C@@H:7]2[CH2:6][CH2:5]1)[CH2:19][C@H:18]1[C:13](=[CH:14][C:15](=[O:21])[CH2:16][CH2:17]1)[CH2:12]3.[NH4+].[Cl-]. The catalyst is C1COCC1. The product is [CH3:22][C@@:8]12[C:4](=[O:3])[CH2:5][CH2:6][C@H:7]1[C@H:20]1[C@H:11]([CH2:10][CH2:9]2)[CH2:12][C@H:13]2[C@@H:18]([CH2:17][CH2:16][C:15](=[O:21])[CH2:14]2)[CH2:19]1. The yield is 0.710. (4) The reactants are C(OC([N:8]1[C:16]2[C:11](=[CH:12][C:13]([O:17][CH2:18][CH2:19][CH2:20][CH2:21][N:22]([CH2:24][CH:25]=[CH2:26])[CH3:23])=[CH:14][CH:15]=2)[CH2:10][CH2:9]1)=O)(C)(C)C. The catalyst is C(Cl)Cl.FC(F)(F)C(O)=O. The product is [CH2:24]([N:22]([CH2:21][CH2:20][CH2:19][CH2:18][O:17][C:13]1[CH:12]=[C:11]2[C:16](=[CH:15][CH:14]=1)[NH:8][CH2:9][CH2:10]2)[CH3:23])[CH:25]=[CH2:26]. The yield is 0.980. (5) The reactants are C(OC(=O)[N:7]([CH2:35][C:36]1[CH:41]=[CH:40][C:39]([Cl:42])=[CH:38][CH:37]=1)[C:8]1[S:9][C:10]([CH:14](O)[C:15]2[C:23]3[C:18](=[N:19][CH:20]=[CH:21][CH:22]=3)[N:17]([Si](C(C)C)(C(C)C)C(C)C)[CH:16]=2)=[C:11]([Cl:13])[N:12]=1)(C)(C)C.C([SiH](CC)CC)C.FC(F)(F)C(O)=O.O. The catalyst is C(#N)C. The product is [Cl:42][C:39]1[CH:40]=[CH:41][C:36]([CH2:35][NH:7][C:8]2[S:9][C:10]([CH2:14][C:15]3[C:23]4[C:18](=[N:19][CH:20]=[CH:21][CH:22]=4)[NH:17][CH:16]=3)=[C:11]([Cl:13])[N:12]=2)=[CH:37][CH:38]=1. The yield is 0.140. (6) The reactants are [N+:1]([C:4]1[CH:5]=[C:6](/[CH:10]=[CH:11]/[C:12]2[CH:17]=[CH:16][N:15]=[CH:14][CH:13]=2)[CH:7]=[CH:8][CH:9]=1)([O-])=O.O.O.[Sn](Cl)Cl. The yield is 0.760. The product is [N:15]1[CH:16]=[CH:17][C:12](/[CH:11]=[CH:10]/[C:6]2[CH:5]=[C:4]([NH2:1])[CH:9]=[CH:8][CH:7]=2)=[CH:13][CH:14]=1. The catalyst is CCO. (7) The reactants are Cl.O1CCOCC1.[CH3:8][C:9]1([CH3:40])[C:17]2[C:12](=[CH:13][CH:14]=[C:15]([N:18]3[CH2:22][CH2:21][N:20]([C:23]4[CH:24]=[N:25][CH:26]=[CH:27][C:28]=4[CH3:29])[C:19]3=[O:30])[CH:16]=2)[N:11]([CH2:31][O:32]CC[Si](C)(C)C)[C:10]1=[O:39].CO.C(=O)(O)[O-]. The catalyst is C(Cl)(Cl)Cl. The product is [OH:32][CH2:31][N:11]1[C:12]2[C:17](=[CH:16][C:15]([N:18]3[CH2:22][CH2:21][N:20]([C:23]4[CH:24]=[N:25][CH:26]=[CH:27][C:28]=4[CH3:29])[C:19]3=[O:30])=[CH:14][CH:13]=2)[C:9]([CH3:8])([CH3:40])[C:10]1=[O:39]. The yield is 0.949. (8) The reactants are [NH:1]1[CH2:5][CH2:4][CH2:3][C@H:2]1[C:6]([OH:8])=[O:7].C([O-])([O-])=O.[Na+].[Na+].[CH3:15][C:16]([O:19][C:20](O[C:20]([O:19][C:16]([CH3:18])([CH3:17])[CH3:15])=[O:21])=[O:21])([CH3:18])[CH3:17]. The catalyst is C1COCC1.O. The product is [C:16]([O:19][C:20]([N:1]1[CH2:5][CH2:4][CH2:3][C@H:2]1[C:6]([OH:8])=[O:7])=[O:21])([CH3:18])([CH3:17])[CH3:15]. The yield is 0.857. (9) The reactants are [N+:1]([C:4]1[CH:9]=[CH:8][C:7]([CH2:10][CH2:11][C:12](=[O:17])[CH2:13][C:14](=[O:16])[CH3:15])=[CH:6][CH:5]=1)([O-])=O.[Si]([CH:22]([OH:29])[CH:23](O)[Si](C)(C)C)(C)(C)C.[Si](OS(C(F)(F)F)(=O)=O)(C)(C)C.[H][H].[CH3:44][CH2:45][O:46]C(C)=O. The catalyst is C(Cl)Cl. The product is [CH3:15][C:14]1([CH2:13][C:12]2([CH2:11][CH2:10][C:7]3[CH:8]=[CH:9][C:4]([NH2:1])=[CH:5][CH:6]=3)[O:17][CH2:23][CH2:22][O:29]2)[O:46][CH2:45][CH2:44][O:16]1. The yield is 1.00. (10) The reactants are [CH:1]([N:4]=[C:5]=[O:6])([CH3:3])[CH3:2].[CH2:7]([N:14]1[CH2:21][CH:20]2[CH2:22][CH:16]([CH2:17][NH:18][CH2:19]2)[CH2:15]1)[C:8]1[CH:13]=[CH:12][CH:11]=[CH:10][CH:9]=1. The catalyst is C(Cl)Cl. The product is [CH2:7]([N:14]1[CH2:15][CH:16]2[CH2:22][CH:20]([CH2:19][N:18]([C:5]([NH:4][CH:1]([CH3:3])[CH3:2])=[O:6])[CH2:17]2)[CH2:21]1)[C:8]1[CH:13]=[CH:12][CH:11]=[CH:10][CH:9]=1. The yield is 0.970.